Predict the reactants needed to synthesize the given product. From a dataset of Full USPTO retrosynthesis dataset with 1.9M reactions from patents (1976-2016). (1) Given the product [CH3:1][O:2][C:3](=[O:30])[C:4]1[CH:9]=[CH:8][CH:7]=[C:6]([CH2:10][N:11]([CH:25]2[CH2:29][CH2:28][CH2:27][CH2:26]2)[C:12]2[N:17]=[C:16]([C:18]3[CH:23]=[CH:22][C:21]([O:24][C@H:35]4[CH2:36][CH2:37][C@H:32]([CH3:31])[CH2:33][CH2:34]4)=[CH:20][CH:19]=3)[CH:15]=[CH:14][N:13]=2)[CH:5]=1, predict the reactants needed to synthesize it. The reactants are: [CH3:1][O:2][C:3](=[O:30])[C:4]1[CH:9]=[CH:8][CH:7]=[C:6]([CH2:10][N:11]([CH:25]2[CH2:29][CH2:28][CH2:27][CH2:26]2)[C:12]2[N:17]=[C:16]([C:18]3[CH:23]=[CH:22][C:21]([OH:24])=[CH:20][CH:19]=3)[CH:15]=[CH:14][N:13]=2)[CH:5]=1.[CH3:31][C@@H:32]1[CH2:37][CH2:36][C@H:35](O)[CH2:34][CH2:33]1.C1(P(C2C=CC=CC=2)C2C=CC=CC=2)C=CC=CC=1.N(C(OC(C)C)=O)=NC(OC(C)C)=O. (2) Given the product [CH3:15][C:13]1[CH:14]=[C:9]([C:4]2[CH:5]=[CH:6][C:7]([N:8]([C:11]3[CH:43]=[C:40]([CH3:41])[CH:42]=[CH:13][CH:12]=3)[C:6]3[CH:7]=[C:2]([CH3:1])[CH:3]=[CH:4][CH:5]=3)=[C:2]([CH3:1])[CH:3]=2)[CH:10]=[CH:11][C:12]=1[N:16]([C:10]1[CH:25]=[C:26]([CH3:29])[CH:27]=[CH:14][CH:9]=1)[C:18]1[CH:19]=[C:20]([CH3:24])[CH:21]=[CH:22][CH:23]=1, predict the reactants needed to synthesize it. The reactants are: [CH3:1][C:2]1[CH:3]=[C:4]([C:9]2[CH:10]=[CH:11][C:12]([NH2:16])=[C:13]([CH3:15])[CH:14]=2)[CH:5]=[CH:6][C:7]=1[NH2:8].I[C:18]1[CH:19]=[C:20]([CH3:24])[CH:21]=[CH:22][CH:23]=1.[CH3:25][C:26]([CH3:29])([O-])[CH3:27].[K+].[C:40](P([C:40]([CH3:43])([CH3:42])[CH3:41])[C:40]([CH3:43])([CH3:42])[CH3:41])([CH3:43])([CH3:42])[CH3:41]. (3) Given the product [F:29][C:2]1([F:1])[CH2:7][CH2:6][CH:5]([CH2:8][NH:9][C:10]([C:12]2[C:13]3[CH:14]=[CH:15][C:16]([C:23]4[CH2:24][CH2:25][N:26]([CH:31]([CH3:33])[CH3:30])[CH2:27][CH:28]=4)=[N:17][C:18]=3[CH:19]=[CH:20][C:21]=2[Cl:22])=[O:11])[CH2:4][CH2:3]1, predict the reactants needed to synthesize it. The reactants are: [F:1][C:2]1([F:29])[CH2:7][CH2:6][CH:5]([CH2:8][NH:9][C:10]([C:12]2[C:13]3[CH:14]=[CH:15][C:16]([C:23]4[CH2:24][CH2:25][NH:26][CH2:27][CH:28]=4)=[N:17][C:18]=3[CH:19]=[CH:20][C:21]=2[Cl:22])=[O:11])[CH2:4][CH2:3]1.[CH3:30][C:31]([CH3:33])=O.C(O)(=O)C.C([BH3-])#N.[Na+].